This data is from KCNQ2 potassium channel screen with 302,405 compounds. The task is: Binary Classification. Given a drug SMILES string, predict its activity (active/inactive) in a high-throughput screening assay against a specified biological target. (1) The drug is Clc1ccc(CN2CC(C(=O)N3CCC(CC3)COC)CCC2=O)cc1. The result is 0 (inactive). (2) The drug is FC(F)(F)COc1c(C(=O)NCCNC(=O)Nc2ccc(OC(F)(F)F)cc2)cc(OCC(F)(F)F)cc1. The result is 0 (inactive). (3) The drug is Clc1cc(N2CCN(C3CCCN(C3)C(=O)c3c(occ3)C)CC2)ccc1. The result is 0 (inactive). (4) The drug is Brc1cc(C(=O)NC(=S)Nn2cnnc2)ccc1. The result is 0 (inactive). (5) The molecule is Clc1c(C(=O)NCC(OCN2C(=O)c3c(C2=O)cccc3)=O)ccc(Cl)c1. The result is 0 (inactive). (6) The compound is O=C(Nc1nccc(c1)C)C12CC3CC(C1)CC(C2)C3. The result is 1 (active). (7) The drug is S=C(NCc1occc1)Nc1c(OC(F)F)cccc1. The result is 0 (inactive). (8) The drug is S(=O)(=O)(N1CCCCC1)c1cc(ccc1)C(OC(c1ccccc1)C(=O)NC(=O)NC)=O. The result is 0 (inactive).